Dataset: Full USPTO retrosynthesis dataset with 1.9M reactions from patents (1976-2016). Task: Predict the reactants needed to synthesize the given product. (1) Given the product [ClH:1].[F:8][C:9]([C:12]1[N:16]=[C:15]([CH:17]2[CH2:22][CH2:21][NH:20][CH2:19][CH2:18]2)[O:14][N:13]=1)([CH3:11])[CH3:10], predict the reactants needed to synthesize it. The reactants are: [ClH:1].O1CCOCC1.[F:8][C:9]([C:12]1[N:16]=[C:15]([CH:17]2[CH2:22][CH2:21][N:20](C(OC(C)(C)C)=O)[CH2:19][CH2:18]2)[O:14][N:13]=1)([CH3:11])[CH3:10]. (2) Given the product [CH:1]1([C@H:5]([NH:7][C:8]2[N:16]=[C:15]([C:17]([O:19][CH3:20])=[O:18])[N:14]=[C:13]3[C:9]=2[N:10]([CH2:34][C:35]2[CH:40]=[CH:39][C:38]([C:41]([F:42])([F:44])[F:43])=[CH:37][CH:36]=2)[C:11]([CH:21]2[CH2:26][CH2:25][CH2:24][C:23](=[O:27])[CH:22]2[C:28]2[CH:33]=[CH:32][CH:31]=[CH:30][CH:29]=2)=[N:12]3)[CH3:6])[CH2:2][CH2:3][CH2:4]1, predict the reactants needed to synthesize it. The reactants are: [CH:1]1([C@H:5]([NH:7][C:8]2[N:16]=[C:15]([C:17]([O:19][CH3:20])=[O:18])[N:14]=[C:13]3[C:9]=2[N:10]([CH2:34][C:35]2[CH:40]=[CH:39][C:38]([C:41]([F:44])([F:43])[F:42])=[CH:37][CH:36]=2)[C:11]([C:21]2[CH2:26][CH2:25][CH2:24][C:23](=[O:27])[C:22]=2[C:28]2[CH:33]=[CH:32][CH:31]=[CH:30][CH:29]=2)=[N:12]3)[CH3:6])[CH2:4][CH2:3][CH2:2]1.FC(F)(F)S(OC1CCCC(=O)C=1C1C=CC=CC=1)(=O)=O.[NH4+].[Cl-]. (3) Given the product [CH3:1][C:2]1[CH:7]=[CH:6][N:5]=[C:4]([NH:8][CH2:9][CH2:10][CH2:11][CH2:12][C:13]([OH:15])=[O:14])[CH:3]=1, predict the reactants needed to synthesize it. The reactants are: [CH3:1][C:2]1[CH:7]=[CH:6][N:5]=[C:4]([NH:8][CH2:9][CH2:10][CH2:11][CH2:12][C:13]([O:15]CC)=[O:14])[CH:3]=1.[OH-].[Na+]. (4) Given the product [Cl:1][C:2]1[C:11]2[C:6](=[CH:7][CH:8]=[C:9]([CH:12]([C:14]3[C:15]([CH3:21])=[N:16][O:43][C:19]=3[CH3:18])[OH:13])[CH:10]=2)[N:5]=[C:4]([O:22][CH3:23])[C:3]=1[CH2:24][C:25]1[CH:26]=[CH:27][C:28]([C:31]([F:34])([F:32])[F:33])=[CH:29][CH:30]=1, predict the reactants needed to synthesize it. The reactants are: [Cl:1][C:2]1[C:11]2[C:6](=[CH:7][CH:8]=[C:9]([CH:12]([C:14]3[C:15]([CH3:21])=[N:16]C(C)=[CH:18][CH:19]=3)[OH:13])[CH:10]=2)[N:5]=[C:4]([O:22][CH3:23])[C:3]=1[CH2:24][C:25]1[CH:30]=[CH:29][C:28]([C:31]([F:34])([F:33])[F:32])=[CH:27][CH:26]=1.[Li]CCCC.CC1C(C=O)=C(C)[O:43]N=1. (5) Given the product [F:1][C:2]1[CH:3]=[C:4]([S:8]([C:11]2[CH:12]=[CH:13][C:14]([O:20][CH2:21][C@H:23]3[CH2:24][O:25]3)=[C:15]([C:17](=[O:19])[CH3:18])[CH:16]=2)(=[O:10])=[O:9])[CH:5]=[CH:6][CH:7]=1, predict the reactants needed to synthesize it. The reactants are: [F:1][C:2]1[CH:3]=[C:4]([S:8]([C:11]2[CH:12]=[CH:13][C:14]([OH:20])=[C:15]([C:17](=[O:19])[CH3:18])[CH:16]=2)(=[O:10])=[O:9])[CH:5]=[CH:6][CH:7]=1.[CH2:21]([C@H:23]1[O:25][CH2:24]1)Cl. (6) Given the product [CH2:1]([N:8]([C@H:16]1[CH2:21][CH2:20][C@H:19]([N:22]2[C:23]3=[C:24]4[C:29](=[CH:30][CH:31]=[CH:32]3)[C:28]([Cl:33])=[N:27][CH:26]=[C:25]4[CH2:34][CH2:35]2)[CH2:18][CH2:17]1)[C:9](=[O:15])[O:10][C:11]([CH3:14])([CH3:13])[CH3:12])[C:2]1[CH:7]=[CH:6][CH:5]=[CH:4][CH:3]=1, predict the reactants needed to synthesize it. The reactants are: [CH2:1]([N:8]([C@H:16]1[CH2:21][CH2:20][C@H:19]([NH:22][C:23]2[CH:32]=[CH:31][CH:30]=[C:29]3[C:24]=2[C:25]([CH:34]=[CH2:35])=[CH:26][N:27]=[C:28]3[Cl:33])[CH2:18][CH2:17]1)[C:9](=[O:15])[O:10][C:11]([CH3:14])([CH3:13])[CH3:12])[C:2]1[CH:7]=[CH:6][CH:5]=[CH:4][CH:3]=1.C(N(C1CCC(NC2C=CC=C3C=2C(C=C)=CN=C3)CC1)C(=O)OC(C)(C)C)C1C=CC=CC=1. (7) The reactants are: [CH3:1][C:2]1[C:7]([CH:8](O)[CH2:9][CH2:10][CH3:11])=[CH:6][CH:5]=[C:4]([C:13]2[CH:18]=[CH:17][CH:16]=[C:15]([C:19]([F:22])([F:21])[F:20])[CH:14]=2)[N:3]=1.O=S(Cl)[Cl:25]. Given the product [Cl:25][CH:8]([C:7]1[C:2]([CH3:1])=[N:3][C:4]([C:13]2[CH:18]=[CH:17][CH:16]=[C:15]([C:19]([F:22])([F:21])[F:20])[CH:14]=2)=[CH:5][CH:6]=1)[CH2:9][CH2:10][CH3:11], predict the reactants needed to synthesize it. (8) Given the product [CH3:1][C:2]([NH:10][C:11]1[N:16]=[C:15]([NH:32][NH2:33])[C:14]([C:18]2[CH:23]=[CH:22][C:21]([F:24])=[CH:20][CH:19]=2)=[C:13]([C:25]2[CH:30]=[CH:29][N:28]=[CH:27][CH:26]=2)[N:12]=1)([C:4]1[CH:9]=[CH:8][CH:7]=[CH:6][CH:5]=1)[CH3:3], predict the reactants needed to synthesize it. The reactants are: [CH3:1][C:2]([NH:10][C:11]1[N:16]=[C:15](Cl)[C:14]([C:18]2[CH:23]=[CH:22][C:21]([F:24])=[CH:20][CH:19]=2)=[C:13]([C:25]2[CH:30]=[CH:29][N:28]=[CH:27][CH:26]=2)[N:12]=1)([C:4]1[CH:9]=[CH:8][CH:7]=[CH:6][CH:5]=1)[CH3:3].O.[NH2:32][NH2:33]. (9) The reactants are: [Cl:1][C:2]1[C:7]([C:8]2[CH:16]=C[C:11]3[N:12]=[CH:13]S[C:10]=3[CH:9]=2)=[CH:6][CH:5]=[CH:4][N:3]=1.IC1C=C[C:21]2[N:22](C=CN=2)C=1.ClC1C(B2OC(C)(C)C(C)(C)O2)=CC=CN=1.C([O-])([O-])=O.[Na+].[Na+]. Given the product [Cl:1][C:2]1[C:7]([C:8]2[CH:9]=[CH:10][C:11]3[N:12]([CH:13]=[CH:21][N:22]=3)[CH:16]=2)=[CH:6][CH:5]=[CH:4][N:3]=1, predict the reactants needed to synthesize it. (10) The reactants are: O[C:2]([C:4](F)(F)F)=O.[N:8]1([CH2:14][C:15]2[N:16]=[N:17][C:18]3[C:19](=[C:21]([NH2:26])[N:22]=[C:23]([NH2:25])[N:24]=3)[N:20]=2)[CH2:13][CH2:12][NH:11][CH2:10][CH2:9]1.Cl[CH2:28][C:29]1[C:38]2[C:33](=[CH:34][CH:35]=[CH:36][CH:37]=2)[CH:32]=[CH:31][C:30]=1[CH3:39].C(=O)([O-])[O-].[K+].[K+].CC#N.O. Given the product [CH2:30]([C:29]1[C:38]2[C:33](=[CH:34][CH:35]=[CH:36][CH:37]=2)[C:32]([CH2:31][N:11]2[CH2:12][CH2:13][N:8]([CH2:14][C:15]3[N:16]=[N:17][C:18]4[C:19](=[C:21]([NH2:26])[N:22]=[C:23]([NH2:25])[N:24]=4)[N:20]=3)[CH2:9][CH2:10]2)=[C:2]([CH3:4])[CH:28]=1)[CH3:39], predict the reactants needed to synthesize it.